Dataset: Reaction yield outcomes from USPTO patents with 853,638 reactions. Task: Predict the reaction yield, written as a fraction of the theoretical maximum amount of product (1.0 means a 100% yield; for example, 0.34 means a 34% yield). (1) The reactants are [Mg].CN(C)P(N(C)C)(N(C)C)=O.Cl[C:14]1[CH:19]=[CH:18][CH:17]=[CH:16][C:15]=1Cl.Cl[Si:22]([CH3:25])([CH3:24])[CH3:23].C([O-])(O)=O.[Na+]. No catalyst specified. The product is [CH3:23][Si:22]([CH3:25])([CH3:24])[C:14]1[CH:19]=[CH:18][CH:17]=[CH:16][C:15]=1[Si:22]([CH3:25])([CH3:24])[CH3:23]. The yield is 0.541. (2) The reactants are [C:1](=[NH:25])([O:3][CH2:4][CH2:5][C:6]1[CH:11]=[CH:10][C:9]([O:12][C:13]2[CH:18]=[CH:17][C:16]([Cl:19])=[C:15]([C:20]([F:23])([F:22])[F:21])[CH:14]=2)=[C:8]([F:24])[CH:7]=1)[NH2:2].[OH:26]/[CH:27]=[C:28](/[CH2:33][C:34]1[CH:35]=[N:36][C:37]([O:40][CH3:41])=[N:38][CH:39]=1)\[C:29](OC)=O.C([O-])([O-])=O.[K+].[K+]. The catalyst is CN1C(=O)CCC1. The product is [Cl:19][C:16]1[CH:17]=[CH:18][C:13]([O:12][C:9]2[CH:10]=[CH:11][C:6]([CH2:5][CH2:4][O:3][C:1]3[NH:2][CH:29]=[C:28]([CH2:33][C:34]4[CH:35]=[N:36][C:37]([O:40][CH3:41])=[N:38][CH:39]=4)[C:27](=[O:26])[N:25]=3)=[CH:7][C:8]=2[F:24])=[CH:14][C:15]=1[C:20]([F:23])([F:21])[F:22]. The yield is 0.145. (3) The product is [CH2:4]([N:6]1[CH2:15][CH2:14][C:13]2[C:8](=[C:9]([O:18][CH3:19])[CH:10]=[C:11]([O:16][CH3:17])[CH:12]=2)[CH2:7]1)[CH3:5]. The reactants are [BH4-].[Na+].[I-].[CH2:4]([N+:6]1[CH2:15][CH2:14][C:13]2[C:8](=[C:9]([O:18][CH3:19])[CH:10]=[C:11]([O:16][CH3:17])[CH:12]=2)[CH:7]=1)[CH3:5]. The yield is 0.980. The catalyst is CO. (4) The reactants are [C:1]12([N:6]3[C:29]4[CH:28]=[CH:27][C:11]5([CH2:16][CH2:15][N:14]([C:17]([O:19][CH2:20][C:21]6[CH:26]=[CH:25][CH:24]=[CH:23][CH:22]=6)=[O:18])[CH2:13][CH2:12]5)[CH2:10][C:9]=4[CH:8]=[N:7]3)[CH2:5][CH:3]([CH2:4]1)[CH2:2]2.BrN1C(=[O:36])CCC1=O.C[N+]1([O-])CCOCC1.[Cl-].[NH4+]. The catalyst is C(OCC)(=O)C.C(#N)C.O1CCCC1.O.[Ru]([O-])(=O)(=O)=O.C([N+](CCC)(CCC)CCC)CC.[Zn]. The product is [C:1]12([N:6]3[C:29]4[C:28](=[O:36])[CH2:27][C:11]5([CH2:12][CH2:13][N:14]([C:17]([O:19][CH2:20][C:21]6[CH:26]=[CH:25][CH:24]=[CH:23][CH:22]=6)=[O:18])[CH2:15][CH2:16]5)[CH2:10][C:9]=4[CH:8]=[N:7]3)[CH2:4][CH:3]([CH2:2]1)[CH2:5]2. The yield is 0.420. (5) The reactants are [S:1]1[C:5]2[CH:6]=[CH:7][CH:8]=[CH:9][C:4]=2[C:3]([CH:10]=[O:11])=[CH:2]1.[C-]#N.[Na+].[CH3:15][OH:16]. The catalyst is [O-2].[O-2].[Mn+4]. The product is [CH3:15][O:16][C:10]([C:3]1[C:4]2[CH:9]=[CH:8][CH:7]=[CH:6][C:5]=2[S:1][CH:2]=1)=[O:11]. The yield is 0.900. (6) The reactants are [S:1]1[C:5]2[CH:6]=[C:7]([N:10]3[CH:14]([C:15]([F:18])([F:17])[F:16])[CH2:13][NH:12][C:11]3=[O:19])[CH:8]=[CH:9][C:4]=2[N:3]=[CH:2]1.Br[C:21]1[CH:22]=[N:23][CH:24]=[CH:25][CH:26]=1.CNC1CCCCC1NC.P([O-])([O-])([O-])=O.[K+].[K+].[K+]. The catalyst is [Cu](I)I.C(OCC)(=O)C.O1CCOCC1. The product is [S:1]1[C:5]2[CH:6]=[C:7]([N:10]3[CH:14]([C:15]([F:17])([F:18])[F:16])[CH2:13][N:12]([C:21]4[CH:22]=[N:23][CH:24]=[CH:25][CH:26]=4)[C:11]3=[O:19])[CH:8]=[CH:9][C:4]=2[N:3]=[CH:2]1. The yield is 0.452. (7) The reactants are [NH2:1][C:2]([CH3:6])([CH3:5])[CH2:3][OH:4].[Br:7][C:8]1[CH:9]=[CH:10][C:11]([O:18][CH3:19])=[C:12]([S:14](Cl)(=[O:16])=[O:15])[CH:13]=1. No catalyst specified. The product is [Br:7][C:8]1[CH:9]=[CH:10][C:11]([O:18][CH3:19])=[C:12]([S:14]([NH:1][C:2]([CH3:6])([CH3:5])[CH2:3][OH:4])(=[O:15])=[O:16])[CH:13]=1. The yield is 0.990.